From a dataset of Experimentally validated miRNA-target interactions with 360,000+ pairs, plus equal number of negative samples. Binary Classification. Given a miRNA mature sequence and a target amino acid sequence, predict their likelihood of interaction. (1) The miRNA is hsa-miR-520f-3p with sequence AAGUGCUUCCUUUUAGAGGGUU. The protein sequence of the target gene is MGLQARLLGLLALVIAGKCTYNPEPDQRWMLPPGWVSLGRVDPEEELSLTFALKQRNLERLSELVQAVSDPSSPQYGKYLTLEDVAELVQPSPLTLLTVQKWLSAAGARNCDSVTTQDFLTCWLSVRQAELLLPGAEFHRYVGGPTKTHVIRSPHPYQLPQALAPHVDFVGGLHRFPPSSPRQRPEPQQVGTVSLHLGVTPSVLRQRYNLTAKDVGSGTTNNSQACAQFLEQYFHNSDLTEFMRLFGGSFTHQASVAKVVGKQGRGRAGIEASLDVEYLMSAGANISTWVYSSPGRHEAQ.... Result: 0 (no interaction). (2) The miRNA is hsa-miR-4478 with sequence GAGGCUGAGCUGAGGAG. The protein sequence of the target gene is MDAPKAGYAFEYLIETLNDSSHKKFFDVSKLGTKYDVLPYSIRVLLEAAVRNCDGFLMKKEDVMNILDWKTKQSNVEVPFFPARVLLQDFTGIPAMVDFAAMREAVKTLGGDPEKVHPACPTDLTVDHSLQIDFSKCAIQNAPNPGGGDLQKAGKLSPLKVQPKKLPCRGQTTCRGSCDSGELGRNSGTFSSQIENTPILCPFHLQPVPEPETVLKNQEVEFGRNRERLQFFKWSSRVFKNVAVIPPGTGMAHQINLEYLSRVVFEEKDLLFPDSVVGTDSHITMVNGLGILGWGVGGIE.... Result: 1 (interaction). (3) The protein sequence of the target gene is MSGSSGTPYLGSKISLISKAQIRYEGILYTIDTDNSTVALAKVRSFGTEDRPTDRPAPPREEIYEYIIFRGSDIKDITVCEPPKAQHTLPQDPAIVQSSLGSASASPFQPHVPYSPFRGMAPYGPLAASSLLSQQYAASLGLGAGFPSIPVGKSPMVEQAVQTGSADNLNAKKLLPGKGTTGTQLNGRQAQPSSKTASDVVQPAAVQAQGQVNDENRRPQRRRSGNRRTRNRSRGQNRPTNVKENTIKFEGDFDFESANAQFNREELDKEFKKKLNFKDDKAEKGEEKDLAVVTQSAEAP.... Result: 0 (no interaction). The miRNA is hsa-miR-570-5p with sequence AAAGGUAAUUGCAGUUUUUCCC. (4) The miRNA is mmu-miR-6974-3p with sequence UCUCCACUCUCUUCUGUCCCAG. The protein sequence of the target gene is MYEGKKTKNMFLTRALEKILADKEVKKAHHSQLRKACEVALEEIKVETEKQSPPHGEAKAGSGTLPPVKSKTNFIEADKYFLPFELACQSKCPRIVSTSLDCLQKLIAYGHLTGRAPDSTTPGKKLIDRIIETICGCFQGPQTDEGVQLQIIKALLTAVTSQHIEIHEGTVLQAVRTCYNIYLASKNLINQTTAKATLTQMLNVIFARMENQALQEAKQMERERHRQQQHLLQSPVSHHEPESPHLRYLPPQTVDHINQEHEGDLEPQTHDVDKSLQDDTEPENGSDISSAENEQTEADQ.... Result: 0 (no interaction).